Dataset: Full USPTO retrosynthesis dataset with 1.9M reactions from patents (1976-2016). Task: Predict the reactants needed to synthesize the given product. (1) Given the product [C:28]([C:25]1[CH:26]=[CH:27][C:22]([NH:21][C:18]([C:5]2[C:6]([C:8]3[CH:13]=[CH:12][C:11]([C:14]([F:17])([F:16])[F:15])=[CH:10][CH:9]=3)=[CH:7][C:2]([CH3:1])=[CH:3][CH:4]=2)=[O:19])=[CH:23][CH:24]=1)(=[O:30])[CH3:29], predict the reactants needed to synthesize it. The reactants are: [CH3:1][C:2]1[CH:7]=[C:6]([C:8]2[CH:13]=[CH:12][C:11]([C:14]([F:17])([F:16])[F:15])=[CH:10][CH:9]=2)[C:5]([C:18](Cl)=[O:19])=[CH:4][CH:3]=1.[NH2:21][C:22]1[CH:27]=[CH:26][C:25]([C:28](=[O:30])[CH3:29])=[CH:24][CH:23]=1.C(N(CC)CC)C.C(OCC)(=O)C. (2) Given the product [O:18]=[C:17]1[C:16]2[C:15](=[CH:23][CH:22]=[CH:21][CH:20]=2)[C:14](=[O:19])[N:1]1[C@@H:2]1[CH2:11][CH2:10][CH2:9][C:8]2[CH:7]=[C:6]([C:12]#[N:13])[CH:5]=[CH:4][C:3]1=2, predict the reactants needed to synthesize it. The reactants are: [NH2:1][CH:2]1[CH2:11][CH2:10][CH2:9][C:8]2[CH:7]=[C:6]([C:12]#[N:13])[CH:5]=[CH:4][C:3]1=2.[C:14]1(=O)[O:19][C:17](=[O:18])[C:16]2=[CH:20][CH:21]=[CH:22][CH:23]=[C:15]12.CCN(C(C)C)C(C)C. (3) Given the product [Cl:30][C:8]1[C:7]2[CH:16]=[C:3]([O:2][CH3:1])[C:4]([O:17][CH3:18])=[CH:5][C:6]=2[N:12]([CH3:13])[C:11](=[O:14])[CH2:10][N:9]=1, predict the reactants needed to synthesize it. The reactants are: [CH3:1][O:2][C:3]1[C:4]([O:17][CH3:18])=[CH:5][C:6]2[N:12]([CH3:13])[C:11](=[O:14])[CH2:10][NH:9][C:8](=O)[C:7]=2[CH:16]=1.CN(C)C1C=CC=CC=1.O=P(Cl)(Cl)[Cl:30].C(Cl)Cl. (4) The reactants are: Cl[C:2]1[N:11]=[C:10]([C:12]2[CH:17]=[CH:16][C:15]([CH3:18])=[C:14]([F:19])[CH:13]=2)[C:9]([F:20])=[CH:8][C:3]=1[C:4]([O:6]C)=[O:5].C(=O)([O-])[O-].[Cs+].[Cs+].C(P(C(C)(C)C)C1C=CC2C(=CC=CC=2)C=1C1C2C(=CC=CC=2)C=CC=1)(C)(C)C.[Cl:56][C:57]1[CH:62]=[CH:61][CH:60]=[CH:59][C:58]=1[OH:63]. Given the product [Cl:56][C:57]1[CH:62]=[CH:61][CH:60]=[CH:59][C:58]=1[O:63][C:2]1[N:11]=[C:10]([C:12]2[CH:17]=[CH:16][C:15]([CH3:18])=[C:14]([F:19])[CH:13]=2)[C:9]([F:20])=[CH:8][C:3]=1[C:4]([OH:6])=[O:5], predict the reactants needed to synthesize it. (5) Given the product [CH3:15][C:14]([CH3:17])([O:13][C:12]([N:1]1[CH2:6][CH2:5][CH:4]([C:7]([OH:9])=[O:8])[CH2:3][CH2:2]1)=[O:18])[CH3:16], predict the reactants needed to synthesize it. The reactants are: [NH:1]1[CH2:6][CH2:5][CH:4]([C:7]([OH:9])=[O:8])[CH2:3][CH2:2]1.[OH-].[Na+].[C:12](O[C:12]([O:13][C:14]([CH3:17])([CH3:16])[CH3:15])=[O:18])(=[O:18])[O:13][C:14]([CH3:17])([CH3:16])[CH3:15].